Dataset: Reaction yield outcomes from USPTO patents with 853,638 reactions. Task: Predict the reaction yield, written as a fraction of the theoretical maximum amount of product (1.0 means a 100% yield; for example, 0.34 means a 34% yield). (1) The reactants are [F:1][C:2]1[C:11](CC=C)=[C:10]2[C:5]([N:6]=[CH:7][C:8]([O:15][CH3:16])=[N:9]2)=[CH:4][CH:3]=1.[OH2:17].S([O-])([O-])=O.[Na+].[Na+].[C:24]([OH:28])(C)([CH3:26])[CH3:25]. No catalyst specified. The product is [F:1][C:2]1[C:11]([CH2:25][CH:24]([OH:28])[CH2:26][OH:17])=[C:10]2[C:5](=[CH:4][CH:3]=1)[N:6]=[CH:7][C:8]([O:15][CH3:16])=[N:9]2. The yield is 1.00. (2) No catalyst specified. The reactants are Br[C:2]1[CH:7]=[CH:6][C:5]([Cl:8])=[CH:4][CH:3]=1.[NH2:9][CH2:10][CH:11]1[CH2:16][CH2:15][NH:14][CH2:13][CH2:12]1. The product is [Cl:8][C:5]1[CH:6]=[CH:7][C:2]([NH:9][CH2:10][CH:11]2[CH2:16][CH2:15][NH:14][CH2:13][CH2:12]2)=[CH:3][CH:4]=1. The yield is 0.620.